Dataset: Peptide-MHC class II binding affinity with 134,281 pairs from IEDB. Task: Regression. Given a peptide amino acid sequence and an MHC pseudo amino acid sequence, predict their binding affinity value. This is MHC class II binding data. The MHC is DRB4_0101 with pseudo-sequence DRB4_0103. The binding affinity (normalized) is 0.370. The peptide sequence is ASLTEALRVIAGALE.